This data is from hERG Central: cardiac toxicity at 1µM, 10µM, and general inhibition. The task is: Predict hERG channel inhibition at various concentrations. The compound is CCCCn1cnc2cc(NCc3cccc(OC)c3O)ccc21. Results: hERG_inhib (hERG inhibition (general)): blocker.